From a dataset of Catalyst prediction with 721,799 reactions and 888 catalyst types from USPTO. Predict which catalyst facilitates the given reaction. (1) Reactant: [CH:1]1([CH2:7][N:8]2[CH:12]=[CH:11][C:10]([C:13]([OH:15])=O)=[C:9]2[CH3:16])[CH2:6][CH2:5][CH2:4][CH2:3][CH2:2]1.CN(C(ON1N=NC2C=CC=NC1=2)=[N+](C)C)C.F[P-](F)(F)(F)(F)F.CCN(C(C)C)C(C)C.[O:50]1[CH2:53][CH:52]([NH2:54])[CH2:51]1. Product: [CH:1]1([CH2:7][N:8]2[CH:12]=[CH:11][C:10]([C:13]([NH:54][CH:52]3[CH2:53][O:50][CH2:51]3)=[O:15])=[C:9]2[CH3:16])[CH2:2][CH2:3][CH2:4][CH2:5][CH2:6]1. The catalyst class is: 3. (2) Reactant: [Br:1][C:2]1[CH:7]=[CH:6][C:5](/[CH:8]=[C:9](\[CH2:15][C:16]#[N:17])/[C:10]([O:12][CH2:13][CH3:14])=[O:11])=[C:4]([N+:18]([O-])=O)[CH:3]=1. Product: [NH2:17][C:16]1[CH2:15][C:9]([C:10]([O:12][CH2:13][CH3:14])=[O:11])=[CH:8][C:5]2[CH:6]=[CH:7][C:2]([Br:1])=[CH:3][C:4]=2[N:18]=1. The catalyst class is: 180. (3) Reactant: C[O:2][C:3](=[O:22])[CH2:4][N:5]1[C:9]2[CH:10]=[C:11]([O:14][CH3:15])[CH:12]=[CH:13][C:8]=2[N:7]=[C:6]1[C:16](=[O:21])[C:17]([CH3:20])([CH3:19])[CH3:18].[OH-].[Na+]. Product: [CH3:18][C:17]([CH3:20])([CH3:19])[C:16]([C:6]1[N:5]([CH2:4][C:3]([OH:22])=[O:2])[C:9]2[CH:10]=[C:11]([O:14][CH3:15])[CH:12]=[CH:13][C:8]=2[N:7]=1)=[O:21]. The catalyst class is: 5. (4) Reactant: [NH2:1][CH2:2][CH2:3][CH2:4][N:5]([CH3:10])[CH2:6][CH2:7][CH2:8][NH2:9].CO[C:13]1[C:21](=[O:22])[C:17]2[N:18]=[CH:19][S:20][C:16]=2[C:15](=[O:23])[CH:14]=1. Product: [CH3:10][N:5]([CH2:6][CH2:7][CH2:8][NH:9][C:13]1[C:21](=[O:22])[C:17]2[N:18]=[CH:19][S:20][C:16]=2[C:15](=[O:23])[CH:14]=1)[CH2:4][CH2:3][CH2:2][NH:1][C:13]1[C:21](=[O:22])[C:17]2[N:18]=[CH:19][S:20][C:16]=2[C:15](=[O:23])[CH:14]=1. The catalyst class is: 8. (5) Reactant: Cl[C:2]1[C:11]2[C:6](=[CH:7][C:8]([O:12][CH3:13])=[CH:9][CH:10]=2)[N:5]=[CH:4][N:3]=1.[NH2:14][C:15]1[CH:16]=[C:17]([NH:22][C:23](=[O:36])[C:24]2[CH:29]=[C:28]([F:30])[CH:27]=[C:26]([C:31]([C:34]#[N:35])([CH3:33])[CH3:32])[CH:25]=2)[CH:18]=[CH:19][C:20]=1[CH3:21]. Product: [C:34]([C:31]([CH3:33])([CH3:32])[C:26]1[CH:25]=[C:24]([CH:29]=[C:28]([F:30])[CH:27]=1)[C:23]([NH:22][C:17]1[CH:18]=[CH:19][C:20]([CH3:21])=[C:15]([NH:14][C:2]2[C:11]3[C:6](=[CH:7][C:8]([O:12][CH3:13])=[CH:9][CH:10]=3)[N:5]=[CH:4][N:3]=2)[CH:16]=1)=[O:36])#[N:35]. The catalyst class is: 32. (6) Reactant: [C:1](=[O:4])([O-:3])[O-].[K+].[K+].[CH3:7][O:8][C:9](=[O:55])[C@H:10]([O:24][C:25]1[C:30]([Br:31])=[CH:29][C:28]([C:32]2[CH:37]=[CH:36][C:35]([C:38]3[C:39]4[CH:53]=[CH:52][CH:51]=[CH:50][C:40]=4[S:41][C:42]=3[CH2:43][C:44]3[CH:49]=[CH:48][CH:47]=[CH:46][CH:45]=3)=[CH:34][CH:33]=2)=[CH:27][C:26]=1[Br:54])[CH2:11][CH2:12][N:13]1C(=O)[C:20]2[C:15](=[CH:16][CH:17]=[CH:18][CH:19]=2)[C:14]1=[O:23].CO.Cl. Product: [CH2:43]([C:42]1[S:41][C:40]2[CH:50]=[CH:51][CH:52]=[CH:53][C:39]=2[C:38]=1[C:35]1[CH:36]=[CH:37][C:32]([C:28]2[CH:27]=[C:26]([Br:54])[C:25]([O:24][C@@H:10]([C:9]([O:8][CH3:7])=[O:55])[CH2:11][CH2:12][NH:13][C:14](=[O:23])[C:15]3[C:20](=[CH:19][CH:18]=[CH:17][CH:16]=3)[C:1]([OH:3])=[O:4])=[C:30]([Br:31])[CH:29]=2)=[CH:33][CH:34]=1)[C:44]1[CH:49]=[CH:48][CH:47]=[CH:46][CH:45]=1. The catalyst class is: 6. (7) Reactant: [Si]([O:8][C@H:9]([C:32]1[CH:41]=[CH:40][C:39]([OH:42])=[C:38]2[C:33]=1[CH:34]=[CH:35][C:36](=[O:43])[NH:37]2)[CH2:10][NH:11][CH2:12][C:13]1([OH:31])[CH2:18][CH2:17][N:16]([CH2:19][CH2:20][CH2:21][O:22][CH2:23][CH2:24][C:25]2[CH:30]=[CH:29][CH:28]=[CH:27][CH:26]=2)[CH2:15][CH2:14]1)(C(C)(C)C)(C)C.F.F.F.C(N(CC)CC)C. Product: [OH:42][C:39]1[CH:40]=[CH:41][C:32]([C@@H:9]([OH:8])[CH2:10][NH:11][CH2:12][C:13]2([OH:31])[CH2:18][CH2:17][N:16]([CH2:19][CH2:20][CH2:21][O:22][CH2:23][CH2:24][C:25]3[CH:26]=[CH:27][CH:28]=[CH:29][CH:30]=3)[CH2:15][CH2:14]2)=[C:33]2[C:38]=1[NH:37][C:36](=[O:43])[CH:35]=[CH:34]2. The catalyst class is: 1. (8) Reactant: [CH3:1][O:2][C:3]1[CH:4]=[C:5]2[C:10](=[CH:11][C:12]=1[O:13][CH3:14])[N:9]=[CH:8][N:7]=[C:6]2[O:15][C:16]1[CH:22]=[CH:21][C:19]([NH2:20])=[CH:18][CH:17]=1.C1(C)C=CC=CC=1.C(N(CC)CC)C.ClC(Cl)(O[C:41](=[O:47])[O:42][C:43](Cl)(Cl)Cl)Cl.[CH3:49][O:50][C:51]1[CH:52]=[C:53]([CH:59]=[CH:60][CH:61]=1)[O:54][CH2:55][CH2:56]CO. Product: [CH3:1][O:2][C:3]1[CH:4]=[C:5]2[C:10](=[CH:11][C:12]=1[O:13][CH3:14])[N:9]=[CH:8][N:7]=[C:6]2[O:15][C:16]1[CH:22]=[CH:21][C:19]([NH:20][C:41](=[O:47])[O:42][CH2:43][CH2:56][CH2:55][O:54][C:53]2[CH:59]=[CH:60][CH:61]=[C:51]([O:50][CH3:49])[CH:52]=2)=[CH:18][CH:17]=1. The catalyst class is: 2. (9) Reactant: [CH2:1]([O:8][C:9]1[CH:10]=[C:11]2[C:16](=[CH:17][C:18]=1[O:19][CH3:20])[C:15](Cl)=[N:14][C:13]([NH:22][C:23]1[CH:27]=[C:26]([CH3:28])[NH:25][N:24]=1)=[CH:12]2)[C:2]1[CH:7]=[CH:6][CH:5]=[CH:4][CH:3]=1. Product: [CH2:1]([O:8][C:9]1[CH:10]=[C:11]2[C:16](=[CH:17][C:18]=1[O:19][CH3:20])[C:15]([O:8][CH:9]([CH3:10])[CH3:18])=[N:14][C:13]([NH:22][C:23]1[CH:27]=[C:26]([CH3:28])[NH:25][N:24]=1)=[CH:12]2)[C:2]1[CH:7]=[CH:6][CH:5]=[CH:4][CH:3]=1. The catalyst class is: 41.